From a dataset of Antibody developability classification from SAbDab with 2,409 antibodies. Regression/Classification. Given an antibody's heavy chain and light chain sequences, predict its developability. TAP uses regression for 5 developability metrics; SAbDab uses binary classification. The antibody is ['QVQLLESGAEVKKPGSSVKVSCKASGDTFIRYSFTWVRQAPGQGLEWMGRIITILDVAHYAPHLQGRVTITADKSTSTVYLELRNLRSDDTAVYFCAGVYEGEADEGEYRNNGFLKHWGQGTLVTVTS', 'ELELTQSPATLSVSPGERATLSCRASESVSSDLAWYQQKPGQAPRLLIYGASTRATGVPARFSGSGSGAEFTLTISSLQSEDFAVYYCQQYNNWPPRYTFGQGTRLEIK']. Result: 1 (developable).